This data is from Reaction yield outcomes from USPTO patents with 853,638 reactions. The task is: Predict the reaction yield, written as a fraction of the theoretical maximum amount of product (1.0 means a 100% yield; for example, 0.34 means a 34% yield). (1) The reactants are [OH-].[Na+].C[O:4][C:5](=[O:40])[CH2:6][C:7]1[CH:12]=[CH:11][C:10]([C:13]2[CH:18]=[CH:17][C:16]([C:19]([C:24]3[CH:29]=[CH:28][C:27]([O:30][CH2:31][C:32](=[O:37])[C:33]([CH3:36])([CH3:35])[CH3:34])=[C:26]([CH3:38])[CH:25]=3)([CH2:22][CH3:23])[CH2:20][CH3:21])=[CH:15][C:14]=2[CH3:39])=[CH:9][CH:8]=1.Cl. The catalyst is CO.O1CCCC1. The product is [CH3:36][C:33]([CH3:34])([CH3:35])[C:32](=[O:37])[CH2:31][O:30][C:27]1[CH:28]=[CH:29][C:24]([C:19]([C:16]2[CH:17]=[CH:18][C:13]([C:10]3[CH:9]=[CH:8][C:7]([CH2:6][C:5]([OH:40])=[O:4])=[CH:12][CH:11]=3)=[C:14]([CH3:39])[CH:15]=2)([CH2:22][CH3:23])[CH2:20][CH3:21])=[CH:25][C:26]=1[CH3:38]. The yield is 0.870. (2) The reactants are I[C:2]1[CH:7]=[CH:6][C:5]([N+:8]([O-:10])=[O:9])=[CH:4][CH:3]=1.CCN(C(C)C)C(C)C.[CH2:20]([C:24]1[CH:29]=[CH:28][C:27]([CH2:30][C:31]([O:33][CH3:34])=[O:32])=[CH:26][CH:25]=1)[CH2:21][C:22]#[CH:23]. The catalyst is COCCOC.C1C=CC([P]([Pd]([P](C2C=CC=CC=2)(C2C=CC=CC=2)C2C=CC=CC=2)([P](C2C=CC=CC=2)(C2C=CC=CC=2)C2C=CC=CC=2)[P](C2C=CC=CC=2)(C2C=CC=CC=2)C2C=CC=CC=2)(C2C=CC=CC=2)C2C=CC=CC=2)=CC=1.[Cu]I. The product is [N+:8]([C:5]1[CH:6]=[CH:7][C:2]([C:23]#[C:22][CH2:21][CH2:20][C:24]2[CH:29]=[CH:28][C:27]([CH2:30][C:31]([O:33][CH3:34])=[O:32])=[CH:26][CH:25]=2)=[CH:3][CH:4]=1)([O-:10])=[O:9]. The yield is 0.940.